The task is: Predict the reactants needed to synthesize the given product.. This data is from Full USPTO retrosynthesis dataset with 1.9M reactions from patents (1976-2016). (1) Given the product [CH:1]1([CH2:6][C@H:7]([C:19]2[CH:24]=[CH:23][C:22]([Cl:25])=[C:21]([Cl:26])[CH:20]=2)[C:8]([OH:9])=[O:27])[CH2:2][CH2:3][CH2:4][CH2:5]1, predict the reactants needed to synthesize it. The reactants are: [CH:1]1([CH2:6][C@H:7]([C:19]2[CH:24]=[CH:23][C:22]([Cl:25])=[C:21]([Cl:26])[CH:20]=2)[C:8](N2[C@@H](C(C)C)COC2=O)=[O:9])[CH2:5][CH2:4][CH2:3][CH2:2]1.[OH:27]O.[OH-].[Li+]. (2) The reactants are: Br[C:2]1[CH:3]=[C:4]([NH:8][S:9]([C:12]2[CH:17]=[CH:16][C:15]([F:18])=[CH:14][CH:13]=2)(=[O:11])=[O:10])[CH:5]=[N:6][CH:7]=1.B1(B2OC(C)(C)C(C)(C)O2)OC(C)(C)C(C)(C)O1.C([O-])(=O)C.[K+].Cl[C:43]1[N:48]=[C:47]2[S:49][C:50]([NH:52][C:53](=[O:55])[CH3:54])=[N:51][C:46]2=[CH:45][CH:44]=1.C(=O)([O-])[O-].[Na+].[Na+]. Given the product [F:18][C:15]1[CH:16]=[CH:17][C:12]([S:9]([NH:8][C:4]2[CH:3]=[C:2]([C:43]3[N:48]=[C:47]4[S:49][C:50]([NH:52][C:53](=[O:55])[CH3:54])=[N:51][C:46]4=[CH:45][CH:44]=3)[CH:7]=[N:6][CH:5]=2)(=[O:11])=[O:10])=[CH:13][CH:14]=1, predict the reactants needed to synthesize it. (3) The reactants are: [OH:1][CH2:2][C:3]#[C:4][C:5]1[CH:13]=[C:12]2[C:8]([CH2:9][O:10][C:11]2=[O:14])=[CH:7][CH:6]=1.[H][H]. Given the product [OH:1][CH2:2][CH2:3][CH2:4][C:5]1[CH:13]=[C:12]2[C:8]([CH2:9][O:10][C:11]2=[O:14])=[CH:7][CH:6]=1, predict the reactants needed to synthesize it. (4) Given the product [CH2:1]([O:3][C:4]1[CH:9]=[CH:8][C:7]([CH2:10][C:11]([Cl:16])=[O:13])=[CH:6][CH:5]=1)[CH3:2], predict the reactants needed to synthesize it. The reactants are: [CH2:1]([O:3][C:4]1[CH:9]=[CH:8][C:7]([CH2:10][C:11]([OH:13])=O)=[CH:6][CH:5]=1)[CH3:2].S(Cl)([Cl:16])=O. (5) Given the product [C:23]1([S:29]([NH:13][NH:12][C:10]([C:8]2[CH:7]=[CH:6][C:5]3[O:1][CH2:2][O:3][C:4]=3[CH:9]=2)=[O:11])(=[O:31])=[O:30])[CH:28]=[CH:27][CH:26]=[CH:25][CH:24]=1, predict the reactants needed to synthesize it. The reactants are: [O:1]1[C:5]2[CH:6]=[CH:7][C:8]([C:10]([NH:12][NH2:13])=[O:11])=[CH:9][C:4]=2[O:3][CH2:2]1.C(N(CC)C(C)C)(C)C.[C:23]1([S:29](Cl)(=[O:31])=[O:30])[CH:28]=[CH:27][CH:26]=[CH:25][CH:24]=1.CN(C=O)C. (6) Given the product [Cl:20][C:7]1[CH:8]=[C:9]2[C:4](=[CH:5][CH:6]=1)[NH:3][C:2]([NH:21][NH2:22])=[C:10]2[S:11]([C:14]1[CH:19]=[CH:18][CH:17]=[CH:16][CH:15]=1)(=[O:13])=[O:12], predict the reactants needed to synthesize it. The reactants are: Cl[C:2]1[NH:3][C:4]2[C:9]([C:10]=1[S:11]([C:14]1[CH:19]=[CH:18][CH:17]=[CH:16][CH:15]=1)(=[O:13])=[O:12])=[CH:8][C:7]([Cl:20])=[CH:6][CH:5]=2.[NH2:21][NH2:22].C1COCC1.